From a dataset of Peptide-MHC class I binding affinity with 185,985 pairs from IEDB/IMGT. Regression. Given a peptide amino acid sequence and an MHC pseudo amino acid sequence, predict their binding affinity value. This is MHC class I binding data. The binding affinity (normalized) is 0.0847. The MHC is HLA-B08:03 with pseudo-sequence HLA-B08:03. The peptide sequence is ALYLLDGLR.